Dataset: Full USPTO retrosynthesis dataset with 1.9M reactions from patents (1976-2016). Task: Predict the reactants needed to synthesize the given product. Given the product [CH2:1]([O:8][C:9]1[C:10]([CH2:17][N:18]([CH2:26][C:27]2[CH:32]=[C:31]([CH2:33][OH:34])[CH:30]=[C:29]([CH2:37][O:38][Si:39]([C:42]([CH3:45])([CH3:44])[CH3:43])([CH3:41])[CH3:40])[N:28]=2)[C:19](=[O:20])[O:21][C:22]([CH3:25])([CH3:24])[CH3:23])=[N:11][C:12]([O:15][CH3:16])=[CH:13][CH:14]=1)[C:2]1[CH:7]=[CH:6][CH:5]=[CH:4][CH:3]=1, predict the reactants needed to synthesize it. The reactants are: [CH2:1]([O:8][C:9]1[C:10]([CH2:17][N:18]([CH2:26][C:27]2[CH:32]=[C:31]([C:33](OC)=[O:34])[CH:30]=[C:29]([CH2:37][O:38][Si:39]([C:42]([CH3:45])([CH3:44])[CH3:43])([CH3:41])[CH3:40])[N:28]=2)[C:19]([O:21][C:22]([CH3:25])([CH3:24])[CH3:23])=[O:20])=[N:11][C:12]([O:15][CH3:16])=[CH:13][CH:14]=1)[C:2]1[CH:7]=[CH:6][CH:5]=[CH:4][CH:3]=1.[BH4-].[Na+].